From a dataset of Catalyst prediction with 721,799 reactions and 888 catalyst types from USPTO. Predict which catalyst facilitates the given reaction. (1) Reactant: CC1(C)C(C)(C)OB([C:9]2[CH:14]=[CH:13][C:12]([OH:15])=[CH:11][CH:10]=2)O1.Br[C:18]1[C:19]([F:26])=[C:20]([CH:23]=[CH:24][CH:25]=1)[CH:21]=[O:22].C([O-])([O-])=O.[K+].[K+]. Product: [F:26][C:19]1[C:20]([CH:21]=[O:22])=[CH:23][CH:24]=[CH:25][C:18]=1[C:9]1[CH:10]=[CH:11][C:12]([OH:15])=[CH:13][CH:14]=1. The catalyst class is: 70. (2) The catalyst class is: 386. Reactant: [CH3:1][O:2][C:3]1[CH:4]=[C:5]2[CH2:14][CH:13]([CH2:15][CH:16]3[CH2:21][CH2:20][N:19](CC4C=CC=CC=4)[CH2:18][CH2:17]3)[C:11](=[O:12])[C:6]2=[CH:7][C:8]=1[O:9][CH3:10].Cl.S(C1C=CC(C)=CC=1)(O)(=O)=O.COC1C=C2C(=CC=1OC)C(=O)C(=CC1C=CN=CC=1)C2. Product: [CH3:1][O:2][C:3]1[CH:4]=[C:5]2[C:6](=[CH:7][C:8]=1[O:9][CH3:10])[C:11](=[O:12])[CH:13]([CH2:15][CH:16]1[CH2:21][CH2:20][NH:19][CH2:18][CH2:17]1)[CH2:14]2. (3) Reactant: [CH3:1][C:2]1[C:3]([NH:17][CH2:18][CH2:19][O:20][CH2:21][CH2:22][CH2:23][C:24]2[CH:25]=[N:26][CH:27]=[CH:28][CH:29]=2)=[C:4]([NH2:16])[C:5]([O:9][C:10]2[CH:15]=[CH:14][CH:13]=[CH:12][CH:11]=2)=[N:6][C:7]=1[CH3:8].Cl.N1C=CC=[CH:33][CH:32]=1.C(OCC)(OCC)(OCC)C. Product: [CH3:32][C:33]1[N:17]([CH2:18][CH2:19][O:20][CH2:21][CH2:22][CH2:23][C:24]2[CH:25]=[N:26][CH:27]=[CH:28][CH:29]=2)[C:3]2[C:2]([CH3:1])=[C:7]([CH3:8])[N:6]=[C:5]([O:9][C:10]3[CH:11]=[CH:12][CH:13]=[CH:14][CH:15]=3)[C:4]=2[N:16]=1. The catalyst class is: 11. (4) Reactant: [Br:1][C:2]1[CH:7]=[C:6]([N+:8]([O-:10])=[O:9])[C:5]([OH:11])=[C:4]([F:12])[CH:3]=1.Br[CH2:14][C:15]([O:17][CH3:18])=[O:16].C([O-])([O-])=O.[K+].[K+].O. Product: [Br:1][C:2]1[CH:7]=[C:6]([N+:8]([O-:10])=[O:9])[C:5]([O:11][CH2:14][C:15]([O:17][CH3:18])=[O:16])=[C:4]([F:12])[CH:3]=1. The catalyst class is: 3. (5) Reactant: [OH:1][CH2:2][C:3]1[N:7]([CH2:8][CH2:9][CH3:10])[C:6](=[O:11])[N:5]([CH2:12][C:13]2[CH:18]=[CH:17][C:16]([CH3:19])=[CH:15][CH:14]=2)[N:4]=1.[C:20]([O:24][C:25](=[O:39])[C:26]([CH3:38])([O:28][C:29]1[CH:37]=[CH:36][C:32]([C:33](O)=[O:34])=[CH:31][CH:30]=1)[CH3:27])([CH3:23])([CH3:22])[CH3:21].C(Cl)CCl. Product: [C:20]([O:24][C:25](=[O:39])[C:26]([CH3:27])([O:28][C:29]1[CH:37]=[CH:36][C:32]([C:33]([O:1][CH2:2][C:3]2[N:7]([CH2:8][CH2:9][CH3:10])[C:6](=[O:11])[N:5]([CH2:12][C:13]3[CH:18]=[CH:17][C:16]([CH3:19])=[CH:15][CH:14]=3)[N:4]=2)=[O:34])=[CH:31][CH:30]=1)[CH3:38])([CH3:21])([CH3:22])[CH3:23]. The catalyst class is: 241. (6) Reactant: C(N(CC)CC)C.[CH3:8][C:9]1([NH2:13])[CH2:12][CH2:11][CH2:10]1.Cl[C:15]1[C:20]([Cl:21])=[CH:19][N:18]=[C:17]([NH:22][C:23]2[CH:28]=[CH:27][CH:26]=[CH:25][CH:24]=2)[N:16]=1.O. The catalyst class is: 10. Product: [Cl:21][C:20]1[C:19]([NH:13][C:9]2([CH3:8])[CH2:12][CH2:11][CH2:10]2)=[N:18][C:17]([NH:22][C:23]2[CH:28]=[CH:27][CH:26]=[CH:25][CH:24]=2)=[N:16][CH:15]=1. (7) Product: [Br:1][C:2]1[CH:3]=[C:4]([F:11])[C:5]([C:8]([N:15]([O:14][CH3:13])[CH3:16])=[O:9])=[N:6][CH:7]=1. The catalyst class is: 3. Reactant: [Br:1][C:2]1[CH:3]=[C:4]([F:11])[C:5]([C:8](O)=[O:9])=[N:6][CH:7]=1.Cl.[CH3:13][O:14][NH:15][CH3:16].ON1C2N=CC=CC=2N=N1.C(N(CC)CC)C. (8) Reactant: CCCP1(OP(CCC)(=O)OP(CCC)(=O)O1)=O.[NH2:19][C:20]1[C:28]([Cl:29])=[CH:27][C:23]([C:24]([OH:26])=O)=[C:22]([O:30][CH3:31])[CH:21]=1.[C:32]([NH:36][C:37](=[O:51])[C:38]1[CH:43]=[CH:42][CH:41]=[C:40]([CH2:44][N:45]2[CH2:50][CH2:49][NH:48][CH2:47][CH2:46]2)[CH:39]=1)([CH3:35])([CH3:34])[CH3:33].C(N(CC)CC)C. Product: [NH2:19][C:20]1[C:28]([Cl:29])=[CH:27][C:23]([C:24]([N:48]2[CH2:47][CH2:46][N:45]([CH2:44][C:40]3[CH:39]=[C:38]([CH:43]=[CH:42][CH:41]=3)[C:37]([NH:36][C:32]([CH3:34])([CH3:35])[CH3:33])=[O:51])[CH2:50][CH2:49]2)=[O:26])=[C:22]([O:30][CH3:31])[CH:21]=1. The catalyst class is: 4.